This data is from Acute oral toxicity (LD50) regression data from Zhu et al.. The task is: Regression/Classification. Given a drug SMILES string, predict its toxicity properties. Task type varies by dataset: regression for continuous values (e.g., LD50, hERG inhibition percentage) or binary classification for toxic/non-toxic outcomes (e.g., AMES mutagenicity, cardiotoxicity, hepatotoxicity). Dataset: ld50_zhu. (1) The molecule is CCCCC(CC)COCCO. The rat oral LD50 is 1.75, given as -log10 of the dose in mol/kg body weight (higher means more acutely toxic). (2) The compound is C1COCCOCCNCCOCCOCCN1. The rat oral LD50 is 1.89, given as -log10 of the dose in mol/kg body weight (higher means more acutely toxic). (3) The compound is Cc1c(F)c(F)c(COC(=O)C2C(C=C(Cl)C(F)(F)F)C2(C)C)c(F)c1F. The rat oral LD50 is 4.28, given as -log10 of the dose in mol/kg body weight (higher means more acutely toxic). (4) The molecule is CNc1snc2ccccc12. The rat oral LD50 is 2.61, given as -log10 of the dose in mol/kg body weight (higher means more acutely toxic). (5) The molecule is Nc1ccc(-c2ccc(N)cc2[N+](=O)[O-])cc1. The rat oral LD50 is 2.06, given as -log10 of the dose in mol/kg body weight (higher means more acutely toxic). (6) The compound is CN1Cc2ccccc2C(=O)c2cc(CC(=O)O)ccc21. The rat oral LD50 is 2.52, given as -log10 of the dose in mol/kg body weight (higher means more acutely toxic). (7) The molecule is CC(C)NCC(O)COc1cccc2[nH]ccc12. The rat oral LD50 is 2.98, given as -log10 of the dose in mol/kg body weight (higher means more acutely toxic). (8) The molecule is CC(=CC(=O)O)C1CCCCC1. The rat oral LD50 is 1.76, given as -log10 of the dose in mol/kg body weight (higher means more acutely toxic). (9) The drug is CCCCNCCC[Si](OC)(OC)OC. The rat oral LD50 is 1.26, given as -log10 of the dose in mol/kg body weight (higher means more acutely toxic).